This data is from Catalyst prediction with 721,799 reactions and 888 catalyst types from USPTO. The task is: Predict which catalyst facilitates the given reaction. (1) The catalyst class is: 163. Product: [Cl:21][CH2:22][CH2:23][CH2:24][N:7]1[CH2:8][CH2:9][N:5]([CH2:4][CH2:3][CH2:2][OH:1])[C:6]1=[C:10]([C:11]#[N:12])[C:13]#[N:14]. Reactant: [OH:1][CH2:2][CH2:3][CH2:4][N:5]1[CH2:9][CH2:8][NH:7][C:6]1=[C:10]([C:13]#[N:14])[C:11]#[N:12].C(=O)([O-])[O-].[K+].[K+].[Cl:21][CH2:22][CH2:23][CH2:24]I. (2) Reactant: [C:1]([NH:4][C@H:5]([C:37]([NH2:39])=[O:38])[CH2:6][S:7][C:8](=[O:36])[C@@H:9]([NH:23][C:24](=[O:35])[CH2:25][CH2:26][NH:27]C(OC(C)(C)C)=O)[CH2:10][C:11]1[N:15](C(OC(C)(C)C)=O)[CH:14]=[N:13][CH:12]=1)(=[O:3])[CH3:2].[ClH:40]. Product: [ClH:40].[ClH:40].[NH2:27][CH2:26][CH2:25][C:24]([NH:23][C@@H:9]([CH2:10][C:11]1[NH:15][CH:14]=[N:13][CH:12]=1)[C:8](=[O:36])[S:7][CH2:6][C@H:5]([NH:4][C:1](=[O:3])[CH3:2])[C:37]([NH2:39])=[O:38])=[O:35]. The catalyst class is: 12. (3) Reactant: [CH2:1](I)I.[CH3:4][C:5]([CH:9]([OH:15])[CH2:10][CH2:11][CH2:12][CH2:13][CH3:14])=[CH:6][CH2:7][CH3:8]. Product: [CH2:7]([CH:6]1[CH2:4][C:5]1([CH3:1])[CH:9]([CH2:10][CH2:11][CH2:12][CH2:13][CH3:14])[OH:15])[CH3:8]. The catalyst class is: 282. (4) Reactant: [F:1][C:2]([F:21])([C:14]1[CH:19]=[CH:18][C:17]([F:20])=[CH:16][CH:15]=1)[C:3]1[N:4]=[C:5](O)[C:6]2[C:11]([CH:12]=1)=[CH:10][CH:9]=[CH:8][CH:7]=2.O(Cl)[Cl:23].[P+3]. Product: [Cl:23][C:5]1[C:6]2[C:11](=[CH:10][CH:9]=[CH:8][CH:7]=2)[CH:12]=[C:3]([C:2]([F:21])([F:1])[C:14]2[CH:19]=[CH:18][C:17]([F:20])=[CH:16][CH:15]=2)[N:4]=1. The catalyst class is: 11. (5) The catalyst class is: 3. Product: [Br:3][C:4]1[CH:5]=[CH:6][C:7]([O:13][CH2:15][O:16][CH3:17])=[C:8]([C:10](=[O:12])[CH3:11])[CH:9]=1. Reactant: [H-].[Na+].[Br:3][C:4]1[CH:5]=[CH:6][C:7]([OH:13])=[C:8]([C:10](=[O:12])[CH3:11])[CH:9]=1.Cl[CH2:15][O:16][CH3:17].